This data is from Catalyst prediction with 721,799 reactions and 888 catalyst types from USPTO. The task is: Predict which catalyst facilitates the given reaction. Product: [CH3:3][C:4]1[N:5]=[C:6]([CH:22]([CH3:24])[CH3:23])[N:7]([CH2:14][O:15][CH2:16][CH2:17][Si:18]([CH3:19])([CH3:21])[CH3:20])[C:8]=1[C:9]([OH:11])=[O:10]. Reactant: [OH-].[Li+].[CH3:3][C:4]1[N:5]=[C:6]([CH:22]([CH3:24])[CH3:23])[N:7]([CH2:14][O:15][CH2:16][CH2:17][Si:18]([CH3:21])([CH3:20])[CH3:19])[C:8]=1[C:9]([O:11]CC)=[O:10].CO.OP(O)(O)=O. The catalyst class is: 1.